Dataset: Forward reaction prediction with 1.9M reactions from USPTO patents (1976-2016). Task: Predict the product of the given reaction. (1) Given the reactants [F:1][C:2]1[CH:7]=[CH:6][CH:5]=[C:4]([F:8])[C:3]=1[C:9]([N:11]1[CH2:16][CH2:15][CH:14]([O:17][C:18]2[CH:23]=[C:22]([N+:24]([O-])=O)[CH:21]=[CH:20][N:19]=2)[CH2:13][CH2:12]1)=[O:10], predict the reaction product. The product is: [NH2:24][C:22]1[CH:21]=[CH:20][N:19]=[C:18]([O:17][CH:14]2[CH2:13][CH2:12][N:11]([C:9]([C:3]3[C:2]([F:1])=[CH:7][CH:6]=[CH:5][C:4]=3[F:8])=[O:10])[CH2:16][CH2:15]2)[CH:23]=1. (2) Given the reactants [CH2:1]([O:3][C:4]([C:6]1[N:7]=[CH:8][N:9]2[C:15]=1[CH:14]([CH3:16])[N:13]=[C:12]([C:17]1[CH:22]=[CH:21][CH:20]=[CH:19][C:18]=1[F:23])[C:11]1[CH:24]=[C:25](Br)[CH:26]=[CH:27][C:10]2=1)=[O:5])[CH3:2].[CH3:29][Si:30]([C:33]#[CH:34])([CH3:32])[CH3:31], predict the reaction product. The product is: [CH2:1]([O:3][C:4]([C:6]1[N:7]=[CH:8][N:9]2[C:15]=1[CH:14]([CH3:16])[N:13]=[C:12]([C:17]1[CH:22]=[CH:21][CH:20]=[CH:19][C:18]=1[F:23])[C:11]1[CH:24]=[C:25]([C:34]#[C:33][Si:30]([CH3:32])([CH3:31])[CH3:29])[CH:26]=[CH:27][C:10]2=1)=[O:5])[CH3:2]. (3) Given the reactants N[C:2]1[CH:11]=[CH:10][C:9]2[C:4](=[CH:5][C:6]([Br:12])=[CH:7][CH:8]=2)[CH:3]=1.Cl.N([O-])=O.[Na+].[F:18][B-](F)(F)F.[Na+], predict the reaction product. The product is: [Br:12][C:6]1[CH:5]=[C:4]2[C:9]([CH:10]=[CH:11][CH:2]=[C:3]2[F:18])=[CH:8][CH:7]=1. (4) The product is: [C:1]([O:5][C:6](=[O:7])[NH:8][C:9]1[CH:10]=[CH:11][C:12]([S:15][C:16]2[CH:24]=[CH:23][C:19]([C:20](=[O:22])[NH:47][CH:45]([C:40]3[CH:41]=[CH:42][CH:43]=[CH:44][N:39]=3)[CH3:46])=[CH:18][C:17]=2[NH:25][C:26]2[C:27]3[CH:35]=[CH:34][C:33]([CH:36]([CH3:37])[CH3:38])=[N:32][C:28]=3[N:29]=[CH:30][N:31]=2)=[CH:13][CH:14]=1)([CH3:2])([CH3:4])[CH3:3]. Given the reactants [C:1]([O:5][C:6]([NH:8][C:9]1[CH:14]=[CH:13][C:12]([S:15][C:16]2[CH:24]=[CH:23][C:19]([C:20]([OH:22])=O)=[CH:18][C:17]=2[NH:25][C:26]2[C:27]3[CH:35]=[CH:34][C:33]([CH:36]([CH3:38])[CH3:37])=[N:32][C:28]=3[N:29]=[CH:30][N:31]=2)=[CH:11][CH:10]=1)=[O:7])([CH3:4])([CH3:3])[CH3:2].[N:39]1[CH:44]=[CH:43][CH:42]=[CH:41][C:40]=1[CH:45]([NH2:47])[CH3:46], predict the reaction product. (5) Given the reactants [Cl:1][C:2]1[C:3]([N:8]2[CH2:13][CH2:12][N:11]([CH2:14][CH2:15][N:16]([CH3:26])[S:17]([C:20]3[CH:21]=[N:22][N:23]([CH3:25])[CH:24]=3)(=[O:19])=[O:18])[CH2:10][CH2:9]2)=[N:4][CH:5]=[CH:6][N:7]=1.COCCOC.[C:33]([CH2:35][C:36]1[CH:41]=[CH:40][C:39](B(O)O)=[CH:38][CH:37]=1)#[N:34].C(=O)([O-])[O-].[K+].[K+], predict the reaction product. The product is: [ClH:1].[C:33]([CH2:35][C:36]1[CH:41]=[CH:40][C:39]([C:2]2[C:3]([N:8]3[CH2:13][CH2:12][N:11]([CH2:14][CH2:15][N:16]([CH3:26])[S:17]([C:20]4[CH:21]=[N:22][N:23]([CH3:25])[CH:24]=4)(=[O:19])=[O:18])[CH2:10][CH2:9]3)=[N:4][CH:5]=[CH:6][N:7]=2)=[CH:38][CH:37]=1)#[N:34]. (6) Given the reactants [F:1][C:2]1[CH:3]=[C:4]([NH:24][C:25]([C:27]2SC(C3C=CC=CC=3)=CN=2)=[O:26])[CH:5]=[CH:6][C:7]=1[O:8][C:9]1[CH:14]=[CH:13][N:12]=[C:11]2[CH:15]=[C:16]([C:18]3[N:19]([CH3:23])[CH:20]=[CH:21][N:22]=3)[S:17][C:10]=12.C1(C2SC(C(Cl)=O)=NC=2)C=CC=CC=1.[F:52][C:53]1[CH:54]=[C:55]([C:62]2[CH:67]=[CH:66][CH:65]=[CH:64][CH:63]=2)[CH:56]=[CH:57]C=1C(Cl)=O, predict the reaction product. The product is: [F:52][C:53]1[CH:54]=[C:55]([C:62]2[CH:63]=[CH:64][CH:65]=[CH:66][CH:67]=2)[CH:56]=[CH:57][C:27]=1[C:25]([NH:24][C:4]1[CH:5]=[CH:6][C:7]([O:8][C:9]2[CH:14]=[CH:13][N:12]=[C:11]3[CH:15]=[C:16]([C:18]4[N:19]([CH3:23])[CH:20]=[CH:21][N:22]=4)[S:17][C:10]=23)=[C:2]([F:1])[CH:3]=1)=[O:26]. (7) Given the reactants Cl[O-].[Na+].C(=O)(O)[O-].[Na+].[CH2:9]([O:16][CH2:17][CH:18]([OH:28])[CH2:19][O:20][CH2:21][C:22]1[CH:27]=[CH:26][CH:25]=[CH:24][CH:23]=1)[C:10]1[CH:15]=[CH:14][CH:13]=[CH:12][CH:11]=1.CC1(C)N([O])C(C)(C)CCC1, predict the reaction product. The product is: [CH2:9]([O:16][CH2:17][C:18](=[O:28])[CH2:19][O:20][CH2:21][C:22]1[CH:27]=[CH:26][CH:25]=[CH:24][CH:23]=1)[C:10]1[CH:11]=[CH:12][CH:13]=[CH:14][CH:15]=1.